Dataset: Forward reaction prediction with 1.9M reactions from USPTO patents (1976-2016). Task: Predict the product of the given reaction. (1) Given the reactants [NH2:1][C:2]1[N:7]=[C:6]([NH:8][C@H:9]([C:11]2[N:12]([C:30]3[CH:35]=[CH:34][CH:33]=[CH:32][CH:31]=3)[C:13](=[O:29])[C:14]3[C:19]([CH:20]=2)=[CH:18][CH:17]=[CH:16][C:15]=3[C:21]2[CH:26]=[CH:25][N:24]=[C:23]([O:27][CH3:28])[CH:22]=2)[CH3:10])[C:5]([C:36](O)=[O:37])=[CH:4][N:3]=1.[CH2:39]([N:41]=[C:42]=NCCCN(C)C)C.OC1C2N=NNC=2C=CC=1.CNC.C(N(CC)C(C)C)(C)C, predict the reaction product. The product is: [NH2:1][C:2]1[N:7]=[C:6]([NH:8][C@H:9]([C:11]2[N:12]([C:30]3[CH:31]=[CH:32][CH:33]=[CH:34][CH:35]=3)[C:13](=[O:29])[C:14]3[C:19]([CH:20]=2)=[CH:18][CH:17]=[CH:16][C:15]=3[C:21]2[CH:26]=[CH:25][N:24]=[C:23]([O:27][CH3:28])[CH:22]=2)[CH3:10])[C:5]([C:36]([N:41]([CH3:42])[CH3:39])=[O:37])=[CH:4][N:3]=1. (2) Given the reactants [CH2:1]([N:3]([CH2:34][CH3:35])[C:4]([CH:6]([C:28]1[CH:33]=[CH:32][CH:31]=[CH:30][CH:29]=1)[N:7]1[CH2:12][CH2:11][N:10]([C:13]2[CH:18]=[CH:17][C:16]([NH:19][C:20](=[O:26])[CH:21]([CH2:24][CH3:25])[CH2:22][CH3:23])=[CH:15][C:14]=2[F:27])[CH2:9][CH2:8]1)=[O:5])[CH3:2].[H-].[Na+].[CH3:38]I, predict the reaction product. The product is: [CH2:34]([N:3]([CH2:1][CH3:2])[C:4]([CH:6]([C:28]1[CH:29]=[CH:30][CH:31]=[CH:32][CH:33]=1)[N:7]1[CH2:8][CH2:9][N:10]([C:13]2[CH:18]=[CH:17][C:16]([N:19]([CH3:38])[C:20](=[O:26])[CH:21]([CH2:24][CH3:25])[CH2:22][CH3:23])=[CH:15][C:14]=2[F:27])[CH2:11][CH2:12]1)=[O:5])[CH3:35]. (3) The product is: [C:19]([CH2:18][O:1][C:2]1[CH:15]=[CH:14][C:13]2[S:12][C:11]3[C:6](=[CH:7][CH:8]=[CH:9][CH:10]=3)[C:5](=[O:16])[C:4]=2[CH:3]=1)([OH:21])=[O:20]. Given the reactants [OH:1][C:2]1[CH:15]=[CH:14][C:13]2[S:12][C:11]3[C:6](=[CH:7][CH:8]=[CH:9][CH:10]=3)[C:5](=[O:16])[C:4]=2[CH:3]=1.Br[CH2:18][C:19]([O:21]CC)=[O:20], predict the reaction product. (4) The product is: [Cl:1][C:2]1[N:10]=[C:9]2[C:5]([N:6]=[C:7]([CH2:13][N:32]3[CH2:33][CH2:34][CH:35]([N:38]4[CH2:42][CH2:41][CH2:40][C:39]4=[O:43])[CH2:36][CH2:37]3)[N:8]2[CH2:11][CH3:12])=[C:4]([N:26]2[CH2:27][CH2:28][O:29][CH2:30][CH2:31]2)[N:3]=1. Given the reactants [Cl:1][C:2]1[N:10]=[C:9]2[C:5]([N:6]=[C:7]([CH2:13]N3CCC(N4CC(F)(F)C4)CC3)[N:8]2[CH2:11][CH3:12])=[C:4]([N:26]2[CH2:31][CH2:30][O:29][CH2:28][CH2:27]2)[N:3]=1.[NH:32]1[CH2:37][CH2:36][CH:35]([N:38]2[CH2:42][CH2:41][CH2:40][C:39]2=[O:43])[CH2:34][CH2:33]1, predict the reaction product. (5) Given the reactants Br[C:2]1[CH:11]=[CH:10][C:5]([C:6]([O:8][CH3:9])=[O:7])=[CH:4][C:3]=1[CH3:12].[CH3:13][C@@H:14]1[CH2:18][O:17][C:16](=[O:19])[NH:15]1, predict the reaction product. The product is: [CH3:12][C:3]1[CH:4]=[C:5]([CH:10]=[CH:11][C:2]=1[N:15]1[C@H:14]([CH3:13])[CH2:18][O:17][C:16]1=[O:19])[C:6]([O:8][CH3:9])=[O:7]. (6) Given the reactants [F:1][C:2]1[CH:3]=[C:4]([CH2:10][C:11]#N)[CH:5]=[C:6]([CH2:8][OH:9])[CH:7]=1.[OH-:13].[K+].[OH2:15], predict the reaction product. The product is: [F:1][C:2]1[CH:3]=[C:4]([CH2:10][C:11]([OH:15])=[O:13])[CH:5]=[C:6]([CH2:8][OH:9])[CH:7]=1. (7) Given the reactants F[C:2]1[CH:19]=[CH:18][C:17]([C:20]2[N:24]=[C:23]([C:25]3[CH:30]=[CH:29][C:28]([C:31]4[CH:36]=[CH:35][CH:34]=[CH:33][C:32]=4[CH3:37])=[C:27]([CH2:38][O:39][CH3:40])[CH:26]=3)[O:22][N:21]=2)=[CH:16][C:3]=1[CH2:4][N:5]([CH3:15])[CH2:6][CH2:7][C:8]([O:10]C(C)(C)C)=[O:9], predict the reaction product. The product is: [CH3:40][O:39][CH2:38][C:27]1[CH:26]=[C:25]([C:23]2[O:22][N:21]=[C:20]([C:17]3[CH:16]=[C:3]([CH:2]=[CH:19][CH:18]=3)[CH2:4][N:5]([CH3:15])[CH2:6][CH2:7][C:8]([OH:10])=[O:9])[N:24]=2)[CH:30]=[CH:29][C:28]=1[C:31]1[CH:36]=[CH:35][CH:34]=[CH:33][C:32]=1[CH3:37].